From a dataset of Forward reaction prediction with 1.9M reactions from USPTO patents (1976-2016). Predict the product of the given reaction. (1) Given the reactants [C:1]([C:9]1[CH:38]=[C:37]([Br:39])[CH:36]=[CH:35][C:10]=1[C:11]([N:13]([CH2:25][CH:26]([OH:34])[CH2:27][C:28]1[CH:33]=[CH:32][CH:31]=[CH:30][CH:29]=1)[CH2:14][C:15]1[CH:20]=[CH:19][C:18]([S:21]([CH3:24])(=[O:23])=[O:22])=[CH:17][CH:16]=1)=[O:12])(=[O:8])[C:2]1[CH:7]=[CH:6][CH:5]=[CH:4][CH:3]=1.C(N(CC)CC)C.O.Cl, predict the reaction product. The product is: [C:1]([C:9]1[CH:38]=[C:37]([Br:39])[CH:36]=[CH:35][C:10]=1[C:11]([N:13]([CH2:14][C:15]1[CH:16]=[CH:17][C:18]([S:21]([CH3:24])(=[O:23])=[O:22])=[CH:19][CH:20]=1)[CH2:25][C:26](=[O:34])[CH2:27][C:28]1[CH:33]=[CH:32][CH:31]=[CH:30][CH:29]=1)=[O:12])(=[O:8])[C:2]1[CH:3]=[CH:4][CH:5]=[CH:6][CH:7]=1. (2) Given the reactants O=[C:2]1[CH2:7][CH2:6][C:5]([CH2:14][CH2:15][C:16]#[N:17])(C2C=NC=CN=2)[CH2:4][CH2:3]1.C1(N)CC1.[BH-](OC(C)=O)(OC(C)=O)OC(C)=O.[Na+].C([O-])(O)=O.[Na+], predict the reaction product. The product is: [CH2:15]1[C@@H:16]([NH2:17])[C@@H:14]1[C:5]1[CH:4]=[CH:3][CH:2]=[CH:7][CH:6]=1. (3) Given the reactants [CH:1]([C:4]1[CH:9]=[CH:8][C:7]([C:10]2[N:14]([CH2:15][CH2:16][O:17][CH3:18])[C:13]3[C:19]([O:38][CH3:39])=[CH:20][C:21]([CH2:27][C:28]4[C:29](S(C)(=O)=O)=[N:30][CH:31]=[CH:32][CH:33]=4)=[C:22]([C:23]([F:26])([F:25])[F:24])[C:12]=3[N:11]=2)=[CH:6][CH:5]=1)([CH3:3])[CH3:2].[CH3:40][N:41]([CH3:45])[CH2:42][CH2:43][OH:44].[H-].[Na+], predict the reaction product. The product is: [CH:1]([C:4]1[CH:9]=[CH:8][C:7]([C:10]2[N:14]([CH2:15][CH2:16][O:17][CH3:18])[C:13]3[C:19]([O:38][CH3:39])=[CH:20][C:21]([CH2:27][C:28]4[C:29]([O:44][CH2:43][CH2:42][N:41]([CH3:45])[CH3:40])=[N:30][CH:31]=[CH:32][CH:33]=4)=[C:22]([C:23]([F:26])([F:25])[F:24])[C:12]=3[N:11]=2)=[CH:6][CH:5]=1)([CH3:3])[CH3:2]. (4) The product is: [C:1]([C:3]1[CH:4]=[CH:5][C:6]([S:9]([NH:12][CH2:26][CH2:25][C:24]([O:28][CH3:29])=[O:27])(=[O:11])=[O:10])=[CH:7][CH:8]=1)#[N:2]. Given the reactants [C:1]([C:3]1[CH:8]=[CH:7][C:6]([S:9]([NH2:12])(=[O:11])=[O:10])=[CH:5][CH:4]=1)#[N:2].C1CCN2C(=NCCC2)CC1.[C:24]([O:28][CH3:29])(=[O:27])[CH:25]=[CH2:26], predict the reaction product.